From a dataset of Full USPTO retrosynthesis dataset with 1.9M reactions from patents (1976-2016). Predict the reactants needed to synthesize the given product. The reactants are: [C:1]([NH:4][N:5]=[C:6]([C:16]1[C:21](CC(O)C)=[CH:20][C:19](OC)=[CH:18][CH:17]=1)[C:7]1[CH:12]=[CH:11][C:10]([N+:13]([O-:15])=[O:14])=[CH:9][CH:8]=1)(=[O:3])[CH3:2].C(N(CC)CC)C.CS(Cl)(=O)=O.O. Given the product [C:1]([NH:4][N:5]=[C:6]([C:16]1[CH:21]=[CH:20][CH:19]=[CH:18][CH:17]=1)[C:7]1[CH:12]=[CH:11][C:10]([N+:13]([O-:15])=[O:14])=[CH:9][CH:8]=1)(=[O:3])[CH3:2], predict the reactants needed to synthesize it.